The task is: Predict the product of the given reaction.. This data is from Forward reaction prediction with 1.9M reactions from USPTO patents (1976-2016). (1) Given the reactants [CH3:1][N:2]([CH3:8])[C@H:3]1[CH2:7][CH2:6][NH:5][CH2:4]1.C(N(CC)CC)C.F[C:17]1[C:18]([C:36]2[CH:41]=[CH:40][CH:39]=[CH:38][CH:37]=2)=[C:19]([CH3:35])[C:20]([C:33]#[N:34])=[C:21]2[C:25]=1[O:24][C:23]([C:26]1[CH:31]=[CH:30][CH:29]=[CH:28][C:27]=1[OH:32])=[N:22]2, predict the reaction product. The product is: [CH3:1][N:2]([CH3:8])[C@H:3]1[CH2:7][CH2:6][N:5]([C:17]2[C:18]([C:36]3[CH:41]=[CH:40][CH:39]=[CH:38][CH:37]=3)=[C:19]([CH3:35])[C:20]([C:33]#[N:34])=[C:21]3[C:25]=2[O:24][C:23]([C:26]2[CH:31]=[CH:30][CH:29]=[CH:28][C:27]=2[OH:32])=[N:22]3)[CH2:4]1. (2) Given the reactants [CH2:1]([C:5]12[CH2:17][CH:16]([CH2:18][C:19](=[O:22])[CH2:20][OH:21])[C:15](=[O:23])[C:14]([CH3:24])=[C:13]1[C:12]1[C:7](=[CH:8][C:9]([O:25]COC)=[CH:10][CH:11]=1)[CH2:6]2)[CH2:2][CH2:3][CH3:4].Cl, predict the reaction product. The product is: [CH2:1]([C:5]12[CH2:17][CH:16]([CH2:18][C:19](=[O:22])[CH2:20][OH:21])[C:15](=[O:23])[C:14]([CH3:24])=[C:13]1[C:12]1[C:7](=[CH:8][C:9]([OH:25])=[CH:10][CH:11]=1)[CH2:6]2)[CH2:2][CH2:3][CH3:4]. (3) The product is: [F:9][C:8]([F:11])([F:10])[C:5]1[CH:6]=[CH:7][C:2]([O:12][C:13]2[CH:14]=[C:15]([CH:19]3[CH2:22][C:21]4([CH2:23][CH2:24][N:25]([C:28]([O:30][C:31]([CH3:34])([CH3:33])[CH3:32])=[O:29])[CH2:26][CH2:27]4)[CH2:20]3)[CH:16]=[CH:17][CH:18]=2)=[N:3][CH:4]=1. Given the reactants Cl[C:2]1[CH:7]=[CH:6][C:5]([C:8]([F:11])([F:10])[F:9])=[CH:4][N:3]=1.[OH:12][C:13]1[CH:14]=[C:15]([CH:19]2[CH2:22][C:21]3([CH2:27][CH2:26][N:25]([C:28]([O:30][C:31]([CH3:34])([CH3:33])[CH3:32])=[O:29])[CH2:24][CH2:23]3)[CH2:20]2)[CH:16]=[CH:17][CH:18]=1.C(=O)([O-])[O-].[Cs+].[Cs+], predict the reaction product. (4) Given the reactants [C:1]([O:5][C:6]([NH:8][CH2:9][CH2:10][CH2:11][C@H:12]([NH:17][C:18]([C:20]1[C:21](=[O:34])[N:22]([CH2:26][C:27]2[CH:32]=[CH:31][CH:30]=[CH:29][C:28]=2[Cl:33])[CH:23]=[CH:24][CH:25]=1)=[O:19])[C:13]([O:15]C)=[O:14])=[O:7])([CH3:4])([CH3:3])[CH3:2].[OH-].[Na+], predict the reaction product. The product is: [C:1]([O:5][C:6]([NH:8][CH2:9][CH2:10][CH2:11][C@H:12]([NH:17][C:18]([C:20]1[C:21](=[O:34])[N:22]([CH2:26][C:27]2[CH:32]=[CH:31][CH:30]=[CH:29][C:28]=2[Cl:33])[CH:23]=[CH:24][CH:25]=1)=[O:19])[C:13]([OH:15])=[O:14])=[O:7])([CH3:4])([CH3:2])[CH3:3]. (5) Given the reactants [F:1][C:2]([F:19])([F:18])[C:3]1[CH:8]=[CH:7][C:6](B2OC(C)(C)C(C)(C)O2)=[CH:5][CH:4]=1.C(N(C(C)C)C(C)C)C.[C:29]([O:33][C@@H:34]([C:39]1[C:40](I)=[C:41]2[C:48]3[CH2:49][CH2:50][CH2:51][CH2:52][C:47]=3[S:46][C:42]2=[N:43][C:44]=1[CH3:45])[C:35]([O:37][CH3:38])=[O:36])([CH3:32])([CH3:31])[CH3:30], predict the reaction product. The product is: [C:29]([O:33][C@@H:34]([C:39]1[C:40]([C:6]2[CH:5]=[CH:4][C:3]([C:2]([F:1])([F:18])[F:19])=[CH:8][CH:7]=2)=[C:41]2[C:48]3[CH2:49][CH2:50][CH2:51][CH2:52][C:47]=3[S:46][C:42]2=[N:43][C:44]=1[CH3:45])[C:35]([O:37][CH3:38])=[O:36])([CH3:32])([CH3:30])[CH3:31]. (6) Given the reactants [CH:1]([C:3]1[CH:11]=[CH:10][CH:9]=[CH:8][C:4]=1[C:5]([OH:7])=[O:6])=[O:2].[CH3:12][C:13](=[CH:15][CH2:16][CH2:17]/[C:18](=[CH:20]/[CH2:21]O)/[CH3:19])[CH3:14].C1CCC(N=C=NC2CCCCC2)CC1, predict the reaction product. The product is: [CH:1]([C:3]1[CH:11]=[CH:10][CH:9]=[CH:8][C:4]=1[C:5]([O:7][CH2:21]/[CH:20]=[C:18](\[CH3:19])/[CH2:17][CH2:16][CH:15]=[C:13]([CH3:14])[CH3:12])=[O:6])=[O:2]. (7) Given the reactants [Li][C:2]#[C:3][Si](C)(C)C.[O:8]=[C:9]1[CH2:14][CH2:13][N:12]([C:15]2[CH:20]=[CH:19][C:18]([N:21]3[CH2:25][C@H:24]([CH2:26][NH:27][C:28](=[O:30])[CH3:29])[O:23][C:22]3=[O:31])=[CH:17][C:16]=2[F:32])[CH2:11][CH2:10]1.[Cl-].[NH4+].[C:35](=O)([O-])[O-].[K+].[K+], predict the reaction product. The product is: [CH2:35]([C:9]1([OH:8])[CH2:10][CH2:11][N:12]([C:15]2[CH:20]=[CH:19][C:18]([N:21]3[CH2:25][C@H:24]([CH2:26][NH:27][C:28](=[O:30])[CH3:29])[O:23][C:22]3=[O:31])=[CH:17][C:16]=2[F:32])[CH2:13][CH2:14]1)[C:2]#[CH:3]. (8) Given the reactants C([O:3][C:4]([C:6]1[N:7]([CH2:18][C:19]2[C:28]3[C:23](=[CH:24][CH:25]=[CH:26][CH:27]=3)[CH:22]=[CH:21][CH:20]=2)[C:8]2[C:13]([C:14]=1[CH2:15][NH2:16])=[CH:12][C:11]([F:17])=[CH:10][CH:9]=2)=[O:5])C.[ClH:29], predict the reaction product. The product is: [ClH:29].[NH2:16][CH2:15][C:14]1[C:13]2[C:8](=[CH:9][CH:10]=[C:11]([F:17])[CH:12]=2)[N:7]([CH2:18][C:19]2[C:28]3[C:23](=[CH:24][CH:25]=[CH:26][CH:27]=3)[CH:22]=[CH:21][CH:20]=2)[C:6]=1[C:4]([OH:5])=[O:3]. (9) The product is: [NH2:13][C:9]1[C:8]([C:14]#[CH:15])=[C:7]([O:6][C:5]2[CH:16]=[CH:17][C:2]([NH:1][C:26]([NH:25][C:22]3[CH:23]=[CH:24][C:19]([F:18])=[CH:20][CH:21]=3)=[O:27])=[CH:3][CH:4]=2)[CH:12]=[CH:11][N:10]=1. Given the reactants [NH2:1][C:2]1[CH:17]=[CH:16][C:5]([O:6][C:7]2[CH:12]=[CH:11][N:10]=[C:9]([NH2:13])[C:8]=2[C:14]#[CH:15])=[CH:4][CH:3]=1.[F:18][C:19]1[CH:24]=[CH:23][C:22]([N:25]=[C:26]=[O:27])=[CH:21][CH:20]=1.O1CCCC1, predict the reaction product.